From a dataset of CYP3A4 inhibition data for predicting drug metabolism from PubChem BioAssay. Regression/Classification. Given a drug SMILES string, predict its absorption, distribution, metabolism, or excretion properties. Task type varies by dataset: regression for continuous measurements (e.g., permeability, clearance, half-life) or binary classification for categorical outcomes (e.g., BBB penetration, CYP inhibition). Dataset: cyp3a4_veith. (1) The molecule is C[N+](C)(C)[C@H](Cc1c[nH]c(=S)[nH]1)C(=O)O. The result is 0 (non-inhibitor). (2) The molecule is Clc1ccc(CSc2nccn2Cc2ccccc2)cc1. The result is 1 (inhibitor). (3) The drug is CN(C(=O)Cc1ccc(Cl)c(Cl)c1)[C@@H](CN1CCCC1)c1cccc(OCC(=O)O)c1. The result is 0 (non-inhibitor). (4) The compound is c1cncc(CNc2ncncc2-c2ccc3c(c2)OCO3)c1. The result is 1 (inhibitor).